Dataset: Catalyst prediction with 721,799 reactions and 888 catalyst types from USPTO. Task: Predict which catalyst facilitates the given reaction. (1) Reactant: [ClH:1].[NH2:2][OH:3].C(N(CC)CC)C.[C:11]([C:13]1[CH:18]=[CH:17][C:16]([NH:19][C:20]([C:22]2[CH:30]=[C:29]3[C:25]([CH2:26][CH2:27][N:28]3[S:31]([C:34]3[CH:39]=[C:38](Cl)[CH:37]=[CH:36][C:35]=3[O:41][CH3:42])(=[O:33])=[O:32])=[CH:24][CH:23]=2)=[O:21])=[CH:15][CH:14]=1)#[N:12]. Product: [OH:3][NH:2][C:11]([C:13]1[CH:18]=[CH:17][C:16]([NH:19][C:20]([C:22]2[CH:30]=[C:29]3[C:25]([CH2:26][CH2:27][N:28]3[S:31]([C:34]3[CH:39]=[C:38]([Cl:1])[CH:37]=[CH:36][C:35]=3[O:41][CH3:42])(=[O:33])=[O:32])=[CH:24][CH:23]=2)=[O:21])=[CH:15][CH:14]=1)=[NH:12]. The catalyst class is: 58. (2) Reactant: C(N(CC)CC)C.[Cl:8][C:9]1[CH:14]=[C:13]([Cl:15])[CH:12]=[CH:11][C:10]=1[S:16](Cl)(=[O:18])=[O:17].[CH3:20][CH:21]([CH3:45])[CH2:22][C@H:23]([NH:37][C:38](=[O:44])[O:39][C:40]([CH3:43])([CH3:42])[CH3:41])[CH2:24][N:25]1[CH2:30][CH2:29][N:28]([C:31](=[O:36])[C@H:32]([CH2:34][OH:35])[NH2:33])[CH2:27][CH2:26]1. Product: [Cl:8][C:9]1[CH:14]=[C:13]([Cl:15])[CH:12]=[CH:11][C:10]=1[S:16]([NH:33][C@H:32]([C:31]([N:28]1[CH2:29][CH2:30][N:25]([CH2:24][C@@H:23]([NH:37][C:38](=[O:44])[O:39][C:40]([CH3:41])([CH3:43])[CH3:42])[CH2:22][CH:21]([CH3:45])[CH3:20])[CH2:26][CH2:27]1)=[O:36])[CH2:34][OH:35])(=[O:18])=[O:17]. The catalyst class is: 2. (3) Reactant: [Br:1][C:2]1[CH:3]=[C:4]([CH2:12][OH:13])[CH:5]=[CH:6][C:7]=1[C:8]([F:11])([F:10])[F:9].[Si:14](Cl)([C:17]([CH3:20])([CH3:19])[CH3:18])([CH3:16])[CH3:15].N12CCCN=C1CCCCC2.CCOCC. Product: [Br:1][C:2]1[CH:3]=[C:4]([CH:5]=[CH:6][C:7]=1[C:8]([F:10])([F:11])[F:9])[CH2:12][O:13][Si:14]([C:17]([CH3:20])([CH3:19])[CH3:18])([CH3:16])[CH3:15]. The catalyst class is: 2. (4) Reactant: [F:1][C:2]1[C:7]2[C:8]([C:18](=[O:21])[NH:19][CH3:20])=[C:9]([C:11]3[CH:16]=[CH:15][C:14]([F:17])=[CH:13][CH:12]=3)[O:10][C:6]=2[CH:5]=[CH:4][C:3]=1[C:22]1[C:23]([CH3:33])=[CH:24][C:25]([O:31][CH3:32])=[C:26]([CH:30]=1)[C:27](O)=[O:28].Cl.[N:35]1[CH:40]=[CH:39][C:38]([C:41]2([NH2:44])[CH2:43][CH2:42]2)=[N:37][CH:36]=1.CN([P+](ON1N=NC2C=CC=CC1=2)(N(C)C)N(C)C)C.F[P-](F)(F)(F)(F)F. Product: [F:1][C:2]1[C:7]2[C:8]([C:18]([NH:19][CH3:20])=[O:21])=[C:9]([C:11]3[CH:12]=[CH:13][C:14]([F:17])=[CH:15][CH:16]=3)[O:10][C:6]=2[CH:5]=[CH:4][C:3]=1[C:22]1[CH:30]=[C:26]([C:27](=[O:28])[NH:44][C:41]2([C:38]3[CH:39]=[CH:40][N:35]=[CH:36][N:37]=3)[CH2:43][CH2:42]2)[C:25]([O:31][CH3:32])=[CH:24][C:23]=1[CH3:33]. The catalyst class is: 18. (5) Reactant: [CH2:1]([N:3]([CH2:8][CH3:9])[CH2:4][CH2:5][CH2:6][OH:7])[CH3:2].CC(C)([O-])C.[K+].F[C:17]1[CH:22]=[CH:21][C:20]([N+:23]([O-:25])=[O:24])=[CH:19][CH:18]=1. Product: [CH2:1]([N:3]([CH2:8][CH3:9])[CH2:4][CH2:5][CH2:6][O:7][C:17]1[CH:22]=[CH:21][C:20]([N+:23]([O-:25])=[O:24])=[CH:19][CH:18]=1)[CH3:2]. The catalyst class is: 1.